From a dataset of Reaction yield outcomes from USPTO patents with 853,638 reactions. Predict the reaction yield, written as a fraction of the theoretical maximum amount of product (1.0 means a 100% yield; for example, 0.34 means a 34% yield). (1) The reactants are Cl[C:2]1[C:11]([CH:12]=[O:13])=[CH:10][C:9]2[C:4](=[CH:5][C:6]([O:15][CH3:16])=[C:7]([Cl:14])[CH:8]=2)[N:3]=1.[CH3:17][O-:18].[Na+]. The catalyst is CO.C1COCC1. The product is [Cl:14][C:7]1[CH:8]=[C:9]2[C:4](=[CH:5][C:6]=1[O:15][CH3:16])[N:3]=[C:2]([O:18][CH3:17])[C:11]([CH:12]=[O:13])=[CH:10]2. The yield is 0.960. (2) The reactants are [H-].[Na+].[C:3]([C:5]1[CH:10]=[CH:9][N:8]2[N:11]=[CH:12][C:13]([C:14]3[N:19]=[C:18]([NH:20][C@@H:21]4[CH2:26][CH2:25][CH2:24][N:23](C(OC(C)(C)C)=O)[CH2:22]4)[CH:17]=[CH:16][N:15]=3)=[C:7]2[CH:6]=1)#[N:4].[CH3:34]I. The catalyst is CN(C)C=O. The product is [CH3:34][N:20]([C@@H:21]1[CH2:26][CH2:25][CH2:24][NH:23][CH2:22]1)[C:18]1[CH:17]=[CH:16][N:15]=[C:14]([C:13]2[CH:12]=[N:11][N:8]3[CH:9]=[CH:10][C:5]([C:3]#[N:4])=[CH:6][C:7]=23)[N:19]=1. The yield is 0.800.